From a dataset of Full USPTO retrosynthesis dataset with 1.9M reactions from patents (1976-2016). Predict the reactants needed to synthesize the given product. (1) Given the product [CH3:29][N:30]1[C:35](=[O:36])[N:34]([CH3:37])[C:33]2[CH:38]=[CH:39][C:40]([C:2]3[N:7]4[CH:8]=[C:9](/[CH:11]=[CH:12]/[C:13]5[CH:22]=[CH:21][C:20]6[C:15](=[CH:16][CH:17]=[CH:18][CH:19]=6)[N:14]=5)[N:10]=[C:6]4[C:5]([N:23]4[CH2:24][CH2:25][O:26][CH2:27][CH2:28]4)=[N:4][CH:3]=3)=[CH:41][C:32]=2[S:31]1(=[O:51])=[O:52], predict the reactants needed to synthesize it. The reactants are: Br[C:2]1[N:7]2[CH:8]=[C:9](/[CH:11]=[CH:12]/[C:13]3[CH:22]=[CH:21][C:20]4[C:15](=[CH:16][CH:17]=[CH:18][CH:19]=4)[N:14]=3)[N:10]=[C:6]2[C:5]([N:23]2[CH2:28][CH2:27][O:26][CH2:25][CH2:24]2)=[N:4][CH:3]=1.[CH3:29][N:30]1[C:35](=[O:36])[N:34]([CH3:37])[C:33]2[CH:38]=[CH:39][C:40](B3OC(C)(C)C(C)(C)O3)=[CH:41][C:32]=2[S:31]1(=[O:52])=[O:51]. (2) Given the product [C:1]([O:4][C@H:5]1[C@H:10]([O:11][C:12](=[O:14])[CH3:13])[C@@H:9]([O:15][C:16](=[O:18])[CH3:17])[C@H:8]([C:19]2[CH:24]=[CH:23][C:22]([Cl:25])=[C:21]([CH2:26][C:27]3[CH:32]=[CH:31][C:30]([C:58]#[C:57][Si:53]([CH3:56])([CH3:55])[CH3:54])=[CH:29][CH:28]=3)[CH:20]=2)[O:7][C@@H:6]1[CH2:41][O:42][C:43](=[O:45])[CH3:44])(=[O:3])[CH3:2], predict the reactants needed to synthesize it. The reactants are: [C:1]([O:4][C@H:5]1[C@H:10]([O:11][C:12](=[O:14])[CH3:13])[C@@H:9]([O:15][C:16](=[O:18])[CH3:17])[C@@H:8]([C:19]2[CH:24]=[CH:23][C:22]([Cl:25])=[C:21]([CH2:26][C:27]3[CH:32]=[CH:31][C:30](OS(C(F)(F)F)(=O)=O)=[CH:29][CH:28]=3)[CH:20]=2)[O:7][C@@H:6]1[CH2:41][O:42][C:43](=[O:45])[CH3:44])(=[O:3])[CH3:2].C(N(CC)CC)C.[Si:53]([C:57]#[CH:58])([CH3:56])([CH3:55])[CH3:54]. (3) Given the product [N+:1]([C:4]1[S:8][CH:7]=[C:6]([C:9]([Cl:15])=[O:11])[CH:5]=1)([O-:3])=[O:2], predict the reactants needed to synthesize it. The reactants are: [N+:1]([C:4]1[S:8][CH:7]=[C:6]([C:9]([OH:11])=O)[CH:5]=1)([O-:3])=[O:2].C(Cl)(=O)C([Cl:15])=O. (4) Given the product [CH3:19][O:20][C:21]([C:23]1[C:30]([CH2:31][O:32][CH3:33])=[N:1][C:2]2[C:3]([C:12]=1[CH3:13])=[CH:4][CH:5]=[C:6]([C:8]([F:11])([F:10])[F:9])[CH:7]=2)=[O:22], predict the reactants needed to synthesize it. The reactants are: [NH2:1][C:2]1[CH:7]=[C:6]([C:8]([F:11])([F:10])[F:9])[CH:5]=[CH:4][C:3]=1[C:12](=O)[CH3:13].Cl.[Li+].[OH-].C[CH2:19][O:20][C:21]([CH3:23])=[O:22].CCCCCC.[CH3:30][CH2:31][O:32][C:33](C)=O. (5) Given the product [NH:44]([C:49]([O:51][CH2:52][CH:53]1[C:65]2[C:60](=[CH:61][CH:62]=[CH:63][CH:64]=2)[C:59]2[C:54]1=[CH:55][CH:56]=[CH:57][CH:58]=2)=[O:50])[CH2:45][C:27]([NH:1][C@H:2]([C:24]([OH:26])=[O:25])[CH2:3][S:4][C:5]([C:12]1[CH:13]=[CH:14][CH:15]=[CH:16][CH:17]=1)([C:6]1[CH:7]=[CH:8][CH:9]=[CH:10][CH:11]=1)[C:18]1[CH:23]=[CH:22][CH:21]=[CH:20][CH:19]=1)=[O:28], predict the reactants needed to synthesize it. The reactants are: [NH:1]([C:27](OCC1C2C(=CC=CC=2)C2C1=CC=CC=2)=[O:28])[C@H:2]([C:24]([OH:26])=[O:25])[CH2:3][S:4][C:5]([C:18]1[CH:23]=[CH:22][CH:21]=[CH:20][CH:19]=1)([C:12]1[CH:17]=[CH:16][CH:15]=[CH:14][CH:13]=1)[C:6]1[CH:11]=[CH:10][CH:9]=[CH:8][CH:7]=1.[NH:44]([C:49]([O:51][CH2:52][CH:53]1[C:65]2[C:60](=[CH:61][CH:62]=[CH:63][CH:64]=2)[C:59]2[C:54]1=[CH:55][CH:56]=[CH:57][CH:58]=2)=[O:50])[CH2:45]C(O)=O.ON1C2C=CC=CC=2N=N1.CC(N=C=NC(C)C)C.